From a dataset of Full USPTO retrosynthesis dataset with 1.9M reactions from patents (1976-2016). Predict the reactants needed to synthesize the given product. (1) Given the product [CH2:17]([O:16][C:12]1[CH:11]=[C:10]([CH:15]=[CH:14][CH:13]=1)[O:9][C@@H:6]([CH2:7][CH3:8])[CH2:5][C@H:2]1[CH2:3][O:4][C:30]([NH2:29])=[N:1]1)[C:18]1[CH:23]=[CH:22][CH:21]=[CH:20][CH:19]=1, predict the reactants needed to synthesize it. The reactants are: [NH2:1][C@@H:2]([CH2:5][C@@H:6]([O:9][C:10]1[CH:15]=[CH:14][CH:13]=[C:12]([O:16][CH2:17][C:18]2[CH:23]=[CH:22][CH:21]=[CH:20][CH:19]=2)[CH:11]=1)[CH2:7][CH3:8])[CH2:3][OH:4].C([O-])(=O)C.[Na+].[N:29]#[C:30]Br. (2) Given the product [Cl:1][C:2]1[C:3]([O:13][CH3:14])=[CH:4][CH:5]=[CH:6][C:7]=1[CH2:8][CH2:9][NH2:10], predict the reactants needed to synthesize it. The reactants are: [Cl:1][C:2]1[C:7]([CH:8]=[CH:9][N+:10]([O-])=O)=[CH:6][CH:5]=[CH:4][C:3]=1[O:13][CH3:14].[H-].[Al+3].[Li+].[H-].[H-].[H-].O.C(OCC)(=O)C. (3) The reactants are: [NH:1]1[C:9]2[C:4](=[CH:5][CH:6]=[CH:7][CH:8]=2)[CH:3]=[CH:2]1.[CH:10](N(CC)C(C)C)([CH3:12])[CH3:11].C(Br)C#C. Given the product [CH2:12]([C:3]1[C:4]2[C:9](=[CH:8][CH:7]=[CH:6][CH:5]=2)[NH:1][CH:2]=1)[C:10]#[CH:11], predict the reactants needed to synthesize it. (4) Given the product [CH3:26][O:27][C:28]([C@@H:30]1[CH2:34][C:33]([F:36])([F:35])[CH2:32][N:31]1[S:1]([C:4]1[CH:10]=[CH:9][C:7]([CH3:8])=[CH:6][CH:5]=1)(=[O:3])=[O:2])=[O:29], predict the reactants needed to synthesize it. The reactants are: [S:1](Cl)([C:4]1[CH:10]=[CH:9][C:7]([CH3:8])=[CH:6][CH:5]=1)(=[O:3])=[O:2].C(N(CC)CC)C.FC(F)(F)C(O)=O.[CH3:26][O:27][C:28]([C@@H:30]1[CH2:34][C:33]([F:36])([F:35])[CH2:32][NH:31]1)=[O:29].